Dataset: Forward reaction prediction with 1.9M reactions from USPTO patents (1976-2016). Task: Predict the product of the given reaction. (1) Given the reactants [NH:1]1[CH2:6][CH2:5][CH2:4][CH2:3][CH2:2]1.Cl.C(N=C=NCCCN(C)C)C.[CH3:19][O:20][C:21]1[C:22](=[O:45])[C:23]([CH3:44])=[C:24]([CH2:30][C:31]2[C:32]([O:40][C:41](=[O:43])[CH3:42])=[C:33]([CH:37]=[CH:38][CH:39]=2)[C:34](O)=[O:35])[C:25](=[O:29])[C:26]=1[O:27][CH3:28], predict the reaction product. The product is: [CH3:19][O:20][C:21]1[C:22](=[O:45])[C:23]([CH3:44])=[C:24]([CH2:30][C:31]2[C:32]([O:40][C:41](=[O:43])[CH3:42])=[C:33]([CH:37]=[CH:38][CH:39]=2)[C:34]([N:1]2[CH2:6][CH2:5][CH2:4][CH2:3][CH2:2]2)=[O:35])[C:25](=[O:29])[C:26]=1[O:27][CH3:28]. (2) Given the reactants O=[C:2]1[CH2:7][CH2:6][N:5]([C:8]2[CH:13]=[CH:12][C:11]([N:14]3[CH2:18][C@H:17]([CH2:19][O:20][C:21]4[CH:25]=[CH:24][O:23][N:22]=4)[O:16][C:15]3=[O:26])=[CH:10][C:9]=2[F:27])[CH2:4][CH2:3]1.C([O-])(=O)C.[NH4+].C([BH3-])#[N:34].[Na+].Cl, predict the reaction product. The product is: [NH2:34][CH:2]1[CH2:3][CH2:4][N:5]([C:8]2[CH:13]=[CH:12][C:11]([N:14]3[CH2:18][C@H:17]([CH2:19][O:20][C:21]4[CH:25]=[CH:24][O:23][N:22]=4)[O:16][C:15]3=[O:26])=[CH:10][C:9]=2[F:27])[CH2:6][CH2:7]1. (3) Given the reactants [C:1]1([N:7]2[CH:11]=[CH:10][C:9]([CH:12]=[O:13])=[N:8]2)[CH:6]=[CH:5][CH:4]=[CH:3][CH:2]=1.[CH3:14][CH2:15][Mg+].[Br-], predict the reaction product. The product is: [C:1]1([N:7]2[CH:11]=[CH:10][C:9]([CH:12]([OH:13])[CH2:14][CH3:15])=[N:8]2)[CH:6]=[CH:5][CH:4]=[CH:3][CH:2]=1. (4) Given the reactants [CH2:1]([NH:8][C:9]([C:11]1[CH:12]=[C:13]2[C:18](=[CH:19][CH:20]=1)[CH:17]=[N:16][CH:15]=[C:14]2Br)=[O:10])[C:2]1[CH:7]=[CH:6][CH:5]=[CH:4][CH:3]=1.[N:22]1[CH:27]=[CH:26][C:25](B(O)O)=[CH:24][CH:23]=1.C(=O)([O-])[O-].[Cs+].[Cs+], predict the reaction product. The product is: [CH2:1]([NH:8][C:9]([C:11]1[CH:12]=[C:13]2[C:18](=[CH:19][CH:20]=1)[CH:17]=[N:16][CH:15]=[C:14]2[C:25]1[CH:26]=[CH:27][N:22]=[CH:23][CH:24]=1)=[O:10])[C:2]1[CH:7]=[CH:6][CH:5]=[CH:4][CH:3]=1. (5) Given the reactants [C:1]([O:9][C@@H:10]1[CH2:18][C@@H:13]2[O:14][C:15](=[O:17])[CH2:16][C@@H:12]2[C@H:11]1[CH:19]=O)(=[O:8])[C:2]1[CH:7]=[CH:6][CH:5]=[CH:4][CH:3]=1.[Cl-].[Li+].[O:23]=[C:24]([CH:32]([O:37][CH:38]1[CH2:43][CH2:42][CH2:41][CH2:40][O:39]1)[CH2:33][CH2:34][CH2:35][CH3:36])[CH2:25]P(=O)(OC)OC.C(N(CC)CC)C.C(O)(=O)CC(CC(O)=O)(C(O)=O)O, predict the reaction product. The product is: [C:1]([O:9][C@@H:10]1[CH2:18][C@@H:13]2[O:14][C:15](=[O:17])[CH2:16][C@@H:12]2[C@H:11]1/[CH:19]=[CH:25]/[C:24](=[O:23])[CH:32]([O:37][CH:38]1[CH2:43][CH2:42][CH2:41][CH2:40][O:39]1)[CH2:33][CH2:34][CH2:35][CH3:36])(=[O:8])[C:2]1[CH:3]=[CH:4][CH:5]=[CH:6][CH:7]=1. (6) Given the reactants [NH:1]1[CH2:5][CH2:4][C@H:3]([NH:6][C:7](=[O:13])[O:8][C:9]([CH3:12])([CH3:11])[CH3:10])[CH2:2]1.Br[CH2:15][CH2:16][OH:17].C([O-])([O-])=O.[Na+].[Na+], predict the reaction product. The product is: [OH:17][CH2:16][CH2:15][N:1]1[CH2:5][CH2:4][C@H:3]([NH:6][C:7](=[O:13])[O:8][C:9]([CH3:10])([CH3:12])[CH3:11])[CH2:2]1. (7) Given the reactants [CH3:1][C:2]1([CH3:17])[NH:7][C:6]2[CH:8]=[C:9]([C:11]3[CH:12]=[N:13][NH:14][CH:15]=3)[S:10][C:5]=2[C:4](=[O:16])[NH:3]1.[Br:18]Br.C([O-])(O)=O.[Na+].CC(C)=O.CC1C=CC(S(O)(=O)=O)=CC=1.[O-]S([O-])(=O)=O.[Mg+2], predict the reaction product. The product is: [Br:18][C:8]1[C:6]2[NH:7][C:2]([CH3:17])([CH3:1])[NH:3][C:4](=[O:16])[C:5]=2[S:10][C:9]=1[C:11]1[CH:15]=[N:14][NH:13][CH:12]=1. (8) Given the reactants Br[C:2]1[CH:3]=[CH:4][C:5]([CH2:8][N:9]([CH3:23])[CH:10]2[CH2:15][CH2:14][N:13]([C:16]([O:18][C:19]([CH3:22])([CH3:21])[CH3:20])=[O:17])[CH2:12][CH2:11]2)=[N:6][CH:7]=1.[C:24]([C:26]1[CH:31]=[CH:30][C:29](B(O)O)=[CH:28][CH:27]=1)#[N:25].C([O-])([O-])=O.[K+].[K+].O1CCOCC1, predict the reaction product. The product is: [C:24]([C:26]1[CH:31]=[CH:30][C:29]([C:2]2[CH:3]=[CH:4][C:5]([CH2:8][N:9]([CH3:23])[CH:10]3[CH2:15][CH2:14][N:13]([C:16]([O:18][C:19]([CH3:22])([CH3:21])[CH3:20])=[O:17])[CH2:12][CH2:11]3)=[N:6][CH:7]=2)=[CH:28][CH:27]=1)#[N:25]. (9) The product is: [C:29]([C:13]1[N:14]2[CH2:19][CH2:18][N:17]([CH3:20])[CH2:16][C:15]2=[C:11]([C:9]([NH:8][C@@H:3]([C:2]([CH3:1])([CH3:28])[CH3:27])[C:4]([NH:6][CH3:7])=[O:5])=[O:10])[N:12]=1)(=[O:36])[C:30]1[CH:35]=[CH:34][CH:33]=[CH:32][CH:31]=1. Given the reactants [CH3:1][C:2]([CH3:28])([CH3:27])[C@H:3]([NH:8][C:9]([C:11]1[N:12]=[C:13](C2C=CC=CC=2)[N:14]2[CH2:19][CH2:18][N:17]([CH3:20])[CH2:16][C:15]=12)=[O:10])[C:4]([NH:6][CH3:7])=[O:5].[C:29](C1N2CCNCC2=C(C(N[C@@H](C(C)(C)C)C(NC)=O)=O)N=1)(=[O:36])[C:30]1[CH:35]=[CH:34][CH:33]=[CH:32][CH:31]=1, predict the reaction product. (10) Given the reactants [CH3:1]C(C)([O-])C.[K+].C(O)(C)(C)C.[CH2:12]([O:14][C:15](=[O:20])[CH2:16][C:17](=[O:19])[CH3:18])[CH3:13].Br[CH2:22][C:23]1[CH:30]=[CH:29][C:26]([C:27]#[N:28])=[CH:25][CH:24]=1, predict the reaction product. The product is: [CH2:12]([O:14][C:15](=[O:20])[CH:16]([CH2:22][C:23]1[CH:30]=[CH:29][C:26]([C:27]#[N:28])=[CH:25][CH:24]=1)[C:17](=[O:19])[CH2:18][CH3:1])[CH3:13].